This data is from CYP2D6 inhibition data for predicting drug metabolism from PubChem BioAssay. The task is: Regression/Classification. Given a drug SMILES string, predict its absorption, distribution, metabolism, or excretion properties. Task type varies by dataset: regression for continuous measurements (e.g., permeability, clearance, half-life) or binary classification for categorical outcomes (e.g., BBB penetration, CYP inhibition). Dataset: cyp2d6_veith. (1) The molecule is C=CCOC(=O)C1=C(C)NC(SC)=C(C#N)C1c1cccs1. The result is 1 (inhibitor). (2) The molecule is CN1CCN(NC(=O)c2ccc(F)cc2)CC1. The result is 1 (inhibitor).